Dataset: Forward reaction prediction with 1.9M reactions from USPTO patents (1976-2016). Task: Predict the product of the given reaction. (1) Given the reactants [C:1](=O)([O-])[O-].[K+].[K+].[CH:7]([C:9]1[CH:17]=[CH:16][C:12]([C:13]([OH:15])=O)=[CH:11][CH:10]=1)=O.[CH3:18][OH:19], predict the reaction product. The product is: [CH3:18][O:19][C:13](=[O:15])[C:12]1[CH:11]=[CH:10][C:9]([C:7]#[CH:1])=[CH:17][CH:16]=1. (2) Given the reactants [N+:1]([C:4]1[CH:8]=[CH:7][NH:6][N:5]=1)([O-:3])=[O:2].C(=O)([O-])[O-].[K+].[K+].Br[CH2:16][CH2:17][C:18]1[CH:23]=[CH:22][CH:21]=[CH:20][CH:19]=1, predict the reaction product. The product is: [N+:1]([C:4]1[CH:8]=[CH:7][N:6]([CH2:16][CH2:17][C:18]2[CH:23]=[CH:22][CH:21]=[CH:20][CH:19]=2)[N:5]=1)([O-:3])=[O:2]. (3) Given the reactants [O:1]=[C:2]1[N:6]([C:7]2[CH:12]=[CH:11][CH:10]=[C:9]([C:13]([F:16])([F:15])[F:14])[CH:8]=2)[CH2:5][CH:4]([C:17]([OH:19])=O)[CH2:3]1.C(N1C=CN=C1)(N1C=CN=C1)=O.Cl.[CH3:33][NH:34][O:35][CH3:36].C(N(CC)CC)C, predict the reaction product. The product is: [CH3:36][O:35][N:34]([CH3:33])[C:17]([CH:4]1[CH2:3][C:2](=[O:1])[N:6]([C:7]2[CH:12]=[CH:11][CH:10]=[C:9]([C:13]([F:14])([F:15])[F:16])[CH:8]=2)[CH2:5]1)=[O:19]. (4) Given the reactants C(OC([N:8]1[C:16]2[C:11](=[CH:12][C:13]([O:17][P:18]([C:26]3[CH:31]=[CH:30][CH:29]=[CH:28][CH:27]=3)([C:20]3[CH:25]=[CH:24][CH:23]=[CH:22][CH:21]=3)=[O:19])=[CH:14][CH:15]=2)[C:10]([CH:32]2[CH2:40][C:39]3[C:34](=[CH:35][CH:36]=[CH:37][CH:38]=3)[N:33]2C(OC(C)(C)C)=O)=[N:9]1)=O)(C)(C)C.Cl, predict the reaction product. The product is: [NH:33]1[C:34]2[C:39](=[CH:38][CH:37]=[CH:36][CH:35]=2)[CH2:40][CH:32]1[C:10]1[C:11]2[C:16](=[CH:15][CH:14]=[C:13]([O:17][P:18]([C:20]3[CH:25]=[CH:24][CH:23]=[CH:22][CH:21]=3)([C:26]3[CH:31]=[CH:30][CH:29]=[CH:28][CH:27]=3)=[O:19])[CH:12]=2)[NH:8][N:9]=1. (5) Given the reactants C(=O)([O-])[O-].[K+].[K+].CI.[CH2:9]([S:11][C:12]1[CH:30]=[C:29]([C:31]([F:34])([F:33])[F:32])[CH:28]=[CH:27][C:13]=1[C:14]([NH:16][C:17]1[CH:22]=[CH:21][C:20]([C:23]([F:26])([F:25])[F:24])=[CH:19][N:18]=1)=[O:15])[CH3:10].C(=O)(O)[O-].[Na+].[CH3:40][C:41](C)=O, predict the reaction product. The product is: [CH2:40]([N:16]([C:17]1[CH:22]=[CH:21][C:20]([C:23]([F:24])([F:25])[F:26])=[CH:19][N:18]=1)[C:14](=[O:15])[C:13]1[CH:27]=[CH:28][C:29]([C:31]([F:34])([F:32])[F:33])=[CH:30][C:12]=1[S:11][CH2:9][CH3:10])[CH3:41]. (6) Given the reactants I[C:2]1[CH2:7][NH:6][C:5]2[CH2:8][C@@:9]3([CH2:27][C:4]=2[CH:3]=1)[C:17]1[C:12](=[N:13][CH:14]=[CH:15][CH:16]=1)[N:11]([CH2:18][O:19][CH2:20][CH2:21][Si:22]([CH3:25])([CH3:24])[CH3:23])[C:10]3=[O:26].Br[C:29]([F:36])([F:35])[C:30]([O:32][CH2:33][CH3:34])=[O:31], predict the reaction product. The product is: [F:35][C:29]([F:36])([C:2]1[CH:3]=[C:4]2[CH2:27][C@@:9]3([C:17]4[C:12](=[N:13][CH:14]=[CH:15][CH:16]=4)[N:11]([CH2:18][O:19][CH2:20][CH2:21][Si:22]([CH3:25])([CH3:23])[CH3:24])[C:10]3=[O:26])[CH2:8][C:5]2=[N:6][CH:7]=1)[C:30]([O:32][CH2:33][CH3:34])=[O:31]. (7) Given the reactants [CH:1]([CH:3]1[C:8](=[O:9])[NH:7][C:6](=[O:10])[NH:5][C:4]1=[O:11])=O.[NH2:12][NH2:13], predict the reaction product. The product is: [N:12](=[CH:1]/[CH:3]1[C:8](=[O:9])[NH:7][C:6](=[O:10])[NH:5][C:4]1=[O:11])\[NH2:13].